From a dataset of Reaction yield outcomes from USPTO patents with 853,638 reactions. Predict the reaction yield, written as a fraction of the theoretical maximum amount of product (1.0 means a 100% yield; for example, 0.34 means a 34% yield). (1) The product is [CH2:1]([O:3][C:4]([N:6]1[CH2:12][CH2:11][C:10]2[CH:13]=[C:14]([C:18](=[O:19])[C:17]([CH3:22])([CH3:21])[CH3:16])[S:15][C:9]=2[CH2:8][CH2:7]1)=[O:5])[CH3:2]. The catalyst is ClC(Cl)C. The yield is 0.270. The reactants are [CH2:1]([O:3][C:4]([N:6]1[CH2:12][CH2:11][C:10]2[CH:13]=[CH:14][S:15][C:9]=2[CH2:8][CH2:7]1)=[O:5])[CH3:2].[CH3:16][C:17]([CH3:22])([CH3:21])[C:18](Cl)=[O:19].[Al+3].[Cl-].[Cl-].[Cl-]. (2) The reactants are [C:1]([O:5]C(N1CCC2C(=CC=C(C(=O)C)C=2)C1)=O)(C)(C)[CH3:2].C([O-])(=O)C.[NH4+].C([BH3-])#N.[Na+].[C:30]([O:34][C:35]([N:37]1[CH2:46][CH2:45][C:44]2[C:39](=[CH:40][CH:41]=[C:42]([CH:47]([NH2:49])[CH3:48])[CH:43]=2)[CH2:38]1)=[O:36])([CH3:33])([CH3:32])[CH3:31].C(Cl)(=O)C. The catalyst is CO.C1COCC1.O. The product is [C:30]([O:34][C:35]([N:37]1[CH2:46][CH2:45][C:44]2[C:39](=[CH:40][CH:41]=[C:42]([CH:47]([NH:49][C:1](=[O:5])[CH3:2])[CH3:48])[CH:43]=2)[CH2:38]1)=[O:36])([CH3:33])([CH3:31])[CH3:32]. The yield is 0.434. (3) The reactants are Br[C:2]1[CH:7]=[CH:6][C:5]([C:8]2[CH:9]=[N:10][C:11]3[N:12]([C:14]([CH2:17][C:18]4[CH:19]=[C:20]5[C:25](=[CH:26][CH:27]=4)[N:24]=[CH:23][CH:22]=[CH:21]5)=[CH:15][N:16]=3)[N:13]=2)=[CH:4][C:3]=1[F:28].[CH3:29][N:30](C)C(=O)C.O.[OH-].[NH4+]. The catalyst is [Cl-].[NH4+].ClCCl.[C-]#N.[Zn+2].[C-]#N.[Zn].C1C=CC(P(C2C=CC=CC=2)[C-]2C=CC=C2)=CC=1.C1C=CC(P(C2C=CC=CC=2)[C-]2C=CC=C2)=CC=1.Cl[Pd]Cl.[Fe+2].C(N(CC)CC)C.CC(C)=O. The product is [F:28][C:3]1[CH:4]=[C:5]([C:8]2[CH:9]=[N:10][C:11]3[N:12]([C:14]([CH2:17][C:18]4[CH:19]=[C:20]5[C:25](=[CH:26][CH:27]=4)[N:24]=[CH:23][CH:22]=[CH:21]5)=[CH:15][N:16]=3)[N:13]=2)[CH:6]=[CH:7][C:2]=1[C:29]#[N:30]. The yield is 0.726. (4) The reactants are C(Cl)CCl.[Cl:5][C:6]1[CH:7]=[N+:8]([O-:31])[CH:9]=[C:10]([Cl:30])[C:11]=1[CH2:12][C@@H:13]([C:15]1[CH:20]=[CH:19][C:18]([O:21][CH:22]([F:24])[F:23])=[C:17]([O:25][CH2:26][CH:27]2[CH2:29][CH2:28]2)[CH:16]=1)[OH:14].[CH:32]1([CH2:35][O:36][C:37]2[CH:49]=[CH:48][C:40]([C:41]([O:43][CH2:44][C:45](O)=[O:46])=[O:42])=[CH:39][C:38]=2[CH2:50][N:51]2[CH2:56][CH2:55][O:54][CH2:53][CH2:52]2)[CH2:34][CH2:33]1. The catalyst is CN(C1C=CN=CC=1)C.C(Cl)Cl. The product is [Cl:5][C:6]1[CH:7]=[N+:8]([O-:31])[CH:9]=[C:10]([Cl:30])[C:11]=1[CH2:12][C@H:13]([O:14][C:45](=[O:46])[CH2:44][O:43][C:41](=[O:42])[C:40]1[CH:48]=[CH:49][C:37]([O:36][CH2:35][CH:32]2[CH2:34][CH2:33]2)=[C:38]([CH2:50][N:51]2[CH2:52][CH2:53][O:54][CH2:55][CH2:56]2)[CH:39]=1)[C:15]1[CH:20]=[CH:19][C:18]([O:21][CH:22]([F:24])[F:23])=[C:17]([O:25][CH2:26][CH:27]2[CH2:29][CH2:28]2)[CH:16]=1. The yield is 0.700. (5) The reactants are C([O-])(=O)C.[O:5]=[C:6]1[C@@H:9]([NH3+:10])[CH2:8][NH:7]1.CCN(C(C)C)C(C)C.[C:20]1([CH2:26][CH2:27][CH2:28][O:29][C:30](N2C=CC=CC2=O)=[O:31])[CH:25]=[CH:24][CH:23]=[CH:22][CH:21]=1.CCOCC. The catalyst is C(Cl)Cl. The product is [C:20]1([CH2:26][CH2:27][CH2:28][O:29][C:30](=[O:31])[NH:10][C@H:9]2[CH2:8][NH:7][C:6]2=[O:5])[CH:25]=[CH:24][CH:23]=[CH:22][CH:21]=1. The yield is 0.410. (6) The reactants are N1C2C=CC=C(C=O)C=2C=C1.[N:12]([C:15](=[CH:20][C:21]1[CH:29]=[CH:28][CH:27]=[C:26]2[C:22]=1[CH:23]=[CH:24][NH:25]2)[C:16]([O:18][CH3:19])=[O:17])=[N+]=[N-].CN(C(ON1N=NC2C=CC=NC1=2)=[N+](C)C)C.F[P-](F)(F)(F)(F)F.CCN(C(C)C)C(C)C. The catalyst is CN(C=O)C. The product is [CH:20]1[C:21]2=[C:22]3[C:26]([CH:27]=[CH:28][C:29]2=[N:12][C:15]=1[C:16]([O:18][CH3:19])=[O:17])=[N:25][CH:24]=[CH:23]3. The yield is 0.530. (7) The reactants are [C:1]1([C:7]2[CH:8]=[C:9]3[C:13](=[CH:14][CH:15]=2)[NH:12][C:11](=[O:16])[CH2:10]3)[CH:6]=[CH:5][CH:4]=[CH:3][CH:2]=1.CN([CH:20]=[O:21])C. No catalyst specified. The product is [C:1]([O:21][CH:20]=[C:10]1[C:9]2[C:13](=[CH:14][CH:15]=[C:7]([C:1]3[CH:2]=[CH:3][CH:4]=[CH:5][CH:6]=3)[CH:8]=2)[NH:12][C:11]1=[O:16])([CH3:7])([CH3:6])[CH3:2]. The yield is 0.100.